Dataset: Reaction yield outcomes from USPTO patents with 853,638 reactions. Task: Predict the reaction yield, written as a fraction of the theoretical maximum amount of product (1.0 means a 100% yield; for example, 0.34 means a 34% yield). (1) The reactants are [NH2:1][C:2]1[CH:3]=[C:4]([C:11]([OH:13])=[O:12])[CH:5]=[C:6]([CH:10]=1)[C:7]([OH:9])=[O:8].O1CCOCC1.[C:20]([O:24][C:25](O[C:25]([O:24][C:20]([CH3:23])([CH3:22])[CH3:21])=[O:26])=[O:26])([CH3:23])([CH3:22])[CH3:21].C(O)(=O)CC(CC(O)=O)(C(O)=O)O. The catalyst is [OH-].[Na+]. The product is [C:20]([O:24][C:25]([NH:1][C:2]1[CH:3]=[C:4]([C:11]([OH:13])=[O:12])[CH:5]=[C:6]([CH:10]=1)[C:7]([OH:9])=[O:8])=[O:26])([CH3:23])([CH3:22])[CH3:21]. The yield is 0.900. (2) The reactants are [C:1]1(B(O)O)[CH:6]=[CH:5][CH:4]=[CH:3][CH:2]=1.Cl.N[C@@H]1CCCC[C@H]1O.C[Si]([N-][Si](C)(C)C)(C)C.[Na+].I[CH:30]1[C:35](OC)([O:36]C)[CH2:34][CH2:33][O:32][CH2:31]1. The product is [C:1]1([CH:30]2[C:35](=[O:36])[CH2:34][CH2:33][O:32][CH2:31]2)[CH:6]=[CH:5][CH:4]=[CH:3][CH:2]=1. The yield is 0.517. The catalyst is C1COCC1.O.O.O.O.O.O.[Ni](Cl)Cl. (3) The reactants are Br[C:2]1[S:3][CH:4]=[C:5]([CH2:7][O:8][Si:9]([C:12]([CH3:15])([CH3:14])[CH3:13])([CH3:11])[CH3:10])[N:6]=1.[CH3:16][N:17]([CH3:29])[C:18]([C:20]1[CH:25]=[CH:24][C:23](B(O)O)=[CH:22][CH:21]=1)=[O:19].C([O-])([O-])=O.[Na+].[Na+].C(Cl)Cl. The catalyst is C1(C)C=CC=CC=1.CCO. The product is [Si:9]([O:8][CH2:7][C:5]1[N:6]=[C:2]([C:23]2[CH:24]=[CH:25][C:20]([C:18]([N:17]([CH3:29])[CH3:16])=[O:19])=[CH:21][CH:22]=2)[S:3][CH:4]=1)([C:12]([CH3:15])([CH3:14])[CH3:13])([CH3:11])[CH3:10]. The yield is 0.880. (4) The reactants are [O:1]=[C:2]1[CH2:10][C:9]2[C:4](=[CH:5][C:6]([C:11]([C:13]3[CH:18]=[CH:17][C:16]([NH:19][C:20]([C:22]4[N:23]([C:28]([CH3:31])([CH3:30])[CH3:29])[N:24]=[C:25]([CH3:27])[CH:26]=4)=[O:21])=[CH:15][CH:14]=3)=[O:12])=[CH:7][CH:8]=2)[NH:3]1.[CH:32](OCC)=[O:33].[O-]CC.[Na+].Cl. The catalyst is C(O)C. The product is [OH:33][CH:32]=[C:10]1[C:9]2[C:4](=[CH:5][C:6]([C:11]([C:13]3[CH:18]=[CH:17][C:16]([NH:19][C:20]([C:22]4[N:23]([C:28]([CH3:31])([CH3:30])[CH3:29])[N:24]=[C:25]([CH3:27])[CH:26]=4)=[O:21])=[CH:15][CH:14]=3)=[O:12])=[CH:7][CH:8]=2)[NH:3][C:2]1=[O:1]. The yield is 0.810. (5) The reactants are O1CCCC1.[CH2:6]([O:13][C:14]1[CH:15]=[C:16]([CH2:20][C:21](Cl)=[N:22][OH:23])[CH:17]=[CH:18][CH:19]=1)[C:7]1[CH:12]=[CH:11][CH:10]=[CH:9][CH:8]=1.[C:25]([C:27]1[C:28]([NH2:33])=[N:29][CH:30]=[CH:31][CH:32]=1)#[CH:26].C(N(CC)CC)C. The yield is 0.220. The catalyst is O. The product is [CH2:6]([O:13][C:14]1[CH:15]=[C:16]([CH:17]=[CH:18][CH:19]=1)[CH2:20][C:21]1[CH:26]=[C:25]([C:27]2[C:28]([NH2:33])=[N:29][CH:30]=[CH:31][CH:32]=2)[O:23][N:22]=1)[C:7]1[CH:12]=[CH:11][CH:10]=[CH:9][CH:8]=1. (6) The reactants are [Cl:1][C:2]1[C:3](=[O:30])[N:4]([C:19]2[CH:24]=[C:23]([C:25](=O)[C:26]#[CH:27])[CH:22]=[CH:21][C:20]=2[CH3:29])[C:5]([CH3:18])=[N:6][C:7]=1[O:8][CH2:9][C:10]1[CH:15]=[CH:14][C:13]([O:16][CH3:17])=[CH:12][CH:11]=1.Cl.[OH:32][C:33]([CH3:38])([CH3:37])[C:34]([NH2:36])=[NH:35].C(=O)([O-])[O-].[K+].[K+]. The catalyst is C(#N)C. The product is [Cl:1][C:2]1[C:3](=[O:30])[N:4]([C:19]2[CH:24]=[C:23]([C:25]3[CH:26]=[CH:27][N:36]=[C:34]([C:33]([OH:32])([CH3:38])[CH3:37])[N:35]=3)[CH:22]=[CH:21][C:20]=2[CH3:29])[C:5]([CH3:18])=[N:6][C:7]=1[O:8][CH2:9][C:10]1[CH:15]=[CH:14][C:13]([O:16][CH3:17])=[CH:12][CH:11]=1. The yield is 0.420.